From a dataset of Forward reaction prediction with 1.9M reactions from USPTO patents (1976-2016). Predict the product of the given reaction. (1) Given the reactants Cl.[Cl:2][C:3]1[CH:8]=[CH:7][C:6]([N:9]2[CH2:13][CH2:12][CH:11]([C:14](O)=[O:15])[CH2:10]2)=[CH:5][C:4]=1[C:17]1[NH:21][C:20]2[CH:22]=[CH:23][C:24]([O:26][CH3:27])=[CH:25][C:19]=2[N:18]=1.CN(C(ON1N=NC2C=CC=NC1=2)=[N+](C)C)C.F[P-](F)(F)(F)(F)F.[CH3:52][N:53]1[CH2:58][CH2:57][NH:56][CH2:55][CH2:54]1.C([O-])(O)=O.[Na+], predict the reaction product. The product is: [Cl:2][C:3]1[CH:8]=[CH:7][C:6]([N:9]2[CH2:13][CH2:12][CH:11]([C:14]([N:56]3[CH2:57][CH2:58][N:53]([CH3:52])[CH2:54][CH2:55]3)=[O:15])[CH2:10]2)=[CH:5][C:4]=1[C:17]1[NH:21][C:20]2[CH:22]=[CH:23][C:24]([O:26][CH3:27])=[CH:25][C:19]=2[N:18]=1. (2) Given the reactants [OH:1][C:2]1[CH:14]=[CH:13][C:12]2[C:11]3[C:6](=[CH:7][C:8]([OH:15])=[CH:9][CH:10]=3)[CH:5]([CH3:16])[C:4]=2[CH:3]=1.[C:17]([O:21][CH2:22][CH2:23][CH2:24][CH2:25][CH2:26][CH2:27][O:28][C:29]1[CH:37]=[CH:36][C:32]([C:33](O)=[O:34])=[CH:31][CH:30]=1)(=[O:20])[CH:18]=[CH2:19].[CH2:38](Cl)[CH2:39]Cl.ClCCl, predict the reaction product. The product is: [C:17]([O:21][CH2:22][CH2:23][CH2:24][CH2:25][CH2:26][CH2:27][O:28][C:39]1[CH:38]=[CH:36][C:32]([C:33]([O:1][C:2]2[CH:14]=[CH:13][C:12]3[C:11]4[C:6](=[CH:7][C:8]([O:15][C:33](=[O:34])[C:32]5[CH:36]=[CH:37][C:29]([O:28][CH2:27][CH2:26][CH2:25][CH2:24][CH2:23][CH2:22][O:21][C:17](=[O:20])[CH:18]=[CH2:19])=[CH:30][CH:31]=5)=[CH:9][CH:10]=4)[CH:5]([CH3:16])[C:4]=3[CH:3]=2)=[O:34])=[CH:31][CH:30]=1)(=[O:20])[CH:18]=[CH2:19]. (3) The product is: [C:3]([O:22][CH:23]1[CH2:28][C:27]([CH3:30])([CH3:29])[N:26]([O:31][CH2:75][C:41]([CH3:74])([OH:40])[CH2:42][O:43][N:44]2[C:49]([CH3:50])([CH3:51])[CH2:48][CH:47]([O:52][C:53](=[O:71])[CH2:54][CH2:55][CH2:56][CH2:57][CH2:58][CH2:59][CH2:60][CH2:61][CH2:62][CH2:63][CH2:64][CH2:65][CH2:66][CH2:67][CH2:68][CH2:69][CH3:70])[CH2:46][C:45]2([CH3:73])[CH3:72])[C:25]([CH3:32])([CH3:33])[CH2:24]1)(=[O:21])[CH2:4][CH2:5][CH2:6][CH2:7][CH2:8][CH2:9][CH2:10][CH2:11][CH2:12][CH2:13][CH2:14][CH2:15][CH2:16][CH2:17][CH2:18][CH2:19][CH3:20]. Given the reactants OO.[C:3]([O:22][CH:23]1[CH2:28][C:27]([CH3:30])([CH3:29])[N:26]([OH:31])[C:25]([CH3:33])([CH3:32])[CH2:24]1)(=[O:21])[CH2:4][CH2:5][CH2:6][CH2:7][CH2:8][CH2:9][CH2:10][CH2:11][CH2:12][CH2:13][CH2:14][CH2:15][CH2:16][CH2:17][CH2:18][CH2:19][CH3:20].S([O-])([O-])=O.[Na+].[Na+].[OH:40][C:41]([CH3:75])([CH3:74])[CH2:42][O:43][N:44]1[C:49]([CH3:51])([CH3:50])[CH2:48][CH:47]([O:52][C:53](=[O:71])[CH2:54][CH2:55][CH2:56][CH2:57][CH2:58][CH2:59][CH2:60][CH2:61][CH2:62][CH2:63][CH2:64][CH2:65][CH2:66][CH2:67][CH2:68][CH2:69][CH3:70])[CH2:46][C:45]1([CH3:73])[CH3:72], predict the reaction product. (4) Given the reactants [Cl:1][C:2]1[CH:3]=[C:4]([NH:8][C:9](NC2C=C3C(=CC=2)N(CCC)NC3=O)=[O:10])[CH:5]=[CH:6][CH:7]=1.C(N1C2C(=CC([N+]([O-])=O)=CC=2)C(=O)N1)C=C, predict the reaction product. The product is: [Cl:1][C:2]1[CH:3]=[C:4]([N:8]=[C:9]=[O:10])[CH:5]=[CH:6][CH:7]=1.